From a dataset of Forward reaction prediction with 1.9M reactions from USPTO patents (1976-2016). Predict the product of the given reaction. (1) Given the reactants [SH-:1].[Na+].[CH3:3][C:4]1([C:7](OC)=O)CO1.Cl.FC(F)(F)[C:14]([OH:16])=[O:15].[C:19]1(=[O:30])[C:28]2[C:23](=[CH:24][CH:25]=[CH:26][CH:27]=2)[CH:22]=[CH:21][C:20]1=[O:29].[CH:31]([OH:34])([CH3:33])[CH3:32], predict the reaction product. The product is: [CH3:32][C:31]1([C:14]([O:16][CH:4]([CH3:7])[CH3:3])=[O:15])[O:34][C:22]2[C:23]3[C:28]([C:19](=[O:30])[C:20](=[O:29])[C:21]=2[S:1][CH2:33]1)=[CH:27][CH:26]=[CH:25][CH:24]=3. (2) The product is: [NH2:1][C:2]1[N:10]=[CH:9][N:8]=[C:7]2[C:3]=1[N:4]([C:36]1[CH:37]=[CH:38][C:39]([CH3:40])=[C:34]([O:33][CH3:32])[CH:35]=1)[C:5](=[O:31])[N:6]2[C:11]1[CH:12]=[CH:13][C:14]([O:26][CH2:27][CH2:28][O:29][CH3:30])=[C:15]([N:17]([CH3:25])[C:18](=[O:24])[O:19][C:20]([CH3:21])([CH3:22])[CH3:23])[CH:16]=1. Given the reactants [NH2:1][C:2]1[N:10]=[CH:9][N:8]=[C:7]2[C:3]=1[NH:4][C:5](=[O:31])[N:6]2[C:11]1[CH:12]=[CH:13][C:14]([O:26][CH2:27][CH2:28][O:29][CH3:30])=[C:15]([N:17]([CH3:25])[C:18](=[O:24])[O:19][C:20]([CH3:23])([CH3:22])[CH3:21])[CH:16]=1.[CH3:32][O:33][C:34]1[CH:35]=[C:36](B(O)O)[CH:37]=[CH:38][C:39]=1[CH3:40].N1C=CC=CC=1, predict the reaction product. (3) The product is: [CH2:1]([N:3]([CH:18]1[CH2:23][CH2:22][N:21]([CH3:24])[CH2:20][CH2:19]1)[C:4]1[C:5]([CH3:17])=[C:6]([CH:10]=[C:11]([C:13]([F:15])([F:16])[F:14])[CH:12]=1)[C:7]([NH:26][CH2:27][C:28]1[C:29](=[O:38])[NH:30][C:31]([CH3:37])=[CH:32][C:33]=1[CH:34]([CH3:35])[CH3:36])=[O:8])[CH3:2]. Given the reactants [CH2:1]([N:3]([CH:18]1[CH2:23][CH2:22][N:21]([CH3:24])[CH2:20][CH2:19]1)[C:4]1[C:5]([CH3:17])=[C:6]([CH:10]=[C:11]([C:13]([F:16])([F:15])[F:14])[CH:12]=1)[C:7](O)=[O:8])[CH3:2].Cl.[NH2:26][CH2:27][C:28]1[C:29](=[O:38])[NH:30][C:31]([CH3:37])=[CH:32][C:33]=1[CH:34]([CH3:36])[CH3:35].C1CN([P+](ON2N=NC3C=CC=CC2=3)(N2CCCC2)N2CCCC2)CC1.F[P-](F)(F)(F)(F)F.CCN(C(C)C)C(C)C, predict the reaction product.